From a dataset of Ames mutagenicity test results for genotoxicity prediction. Regression/Classification. Given a drug SMILES string, predict its toxicity properties. Task type varies by dataset: regression for continuous values (e.g., LD50, hERG inhibition percentage) or binary classification for toxic/non-toxic outcomes (e.g., AMES mutagenicity, cardiotoxicity, hepatotoxicity). Dataset: ames. (1) The result is 0 (non-mutagenic). The compound is CCC(=O)n1ncc(Cl)c(Cl)c1=O. (2) The drug is CC(=O)ON(C(C)=O)c1ccc2c(c1)Cc1ccccc1-2. The result is 1 (mutagenic). (3) The drug is Cc1c2ccccc2c(CCl)c2ccc3ccccc3c12. The result is 1 (mutagenic). (4) The drug is CCOP(=O)(C#N)N(C)C. The result is 0 (non-mutagenic). (5) The drug is CC(C)(Br)C(Br)CCl. The result is 0 (non-mutagenic). (6) The compound is CCOC(C)C(=O)C(O)O. The result is 1 (mutagenic). (7) The molecule is Oc1cccc2cccnc12. The result is 1 (mutagenic).